Dataset: Experimentally validated miRNA-target interactions with 360,000+ pairs, plus equal number of negative samples. Task: Binary Classification. Given a miRNA mature sequence and a target amino acid sequence, predict their likelihood of interaction. (1) The miRNA is mmu-miR-669a-3p with sequence ACAUAACAUACACACACACGUAU. The protein sequence of the target gene is MQLLGLLGLLWMLKASPWATGTLSTATSISQVPFPRAEAASAVLSNSPHSRDLAGWPLGVPQLASPAPGHRENAPMTLTTSPHDTLISETLLNSPVSSNTSTTPTSKFAFKVETTPPTVLVYSATTECVYPTSFIITISHPTSICVTTTQVAFTSSYTSTPVTQKPVTTVTSTYSMTTTEKGTSAMTSSPSTTTARETPIVTVTPSSVSATDTTFHTTISSTTRTTERTPLPTGSIHTTTSPTPVFTTLKTAVTSTSPITSSITSTNTVTSMTTTASQPTATNTLSSPTRTILSSTPVLS.... Result: 0 (no interaction). (2) The miRNA is rno-miR-150-5p with sequence UCUCCCAACCCUUGUACCAGUG. The protein sequence of the target gene is MTSCVHLGIVASQSKKMSLAKRFAQLRKASPLFSLRGVYFSAASYDYREKLSRNVLLDLKLDDAVDLFGEMVQSRPLPSIVEFNKLLSAIAKMNKFDLVISLGERMQNLRISYDLYSYNILINCFCRRSQLPLALAVLGKMMKLGYEPDIVTLSSLLNGYCHGKRISEAVALVDQMFVMEYQPNTVTFNTLIHGLFLHNKASEAVALIDRMVARGCQPDLFTYGTVVNGLCKRGDIDLALSLLKKMEKGKIEADVVIYTTIIDALCNYKNVNDALNLFTEMDNKGIRPNVVTYNSLIRCL.... Result: 0 (no interaction). (3) The miRNA is mmu-miR-466n-5p with sequence GUGUGUGCGUACAUGUACAUGU. The protein sequence of the target gene is MLSKCLQHFLKATISHPYPASYSWLISKHRFYGTVPAAMLRRRVVITGIGLVTPLGVGTQLVWDRLLRGESGIVSVVGDEYKNIPCSVAAYVPRGPHEGQFNEENFVSKSDAKSMSSSTIMAVGAAELALKDSGWHPKREADQVATGVAIGMGMVPLEVISETALLFQTKGYNKVSPFFVPKILINMAAGQVSIRYKLKGPNHSVSTACTTGAHAVGDSFRFIAHGDADVMVAGGTDSCISPLSLAGFSRARALSSNPDPKLACRPFHPERDGFVMGEGAAVLVLEEHEHAVQRGARIYA.... Result: 1 (interaction). (4) The miRNA is hsa-miR-6127 with sequence UGAGGGAGUGGGUGGGAGG. The protein sequence of the target gene is MNSYFTNPSLSCHLAGGQDVLPNVALNSTAYDPVRHFSTYGAAVAQNRIYSTPFYSPQENVVFSSSRGPYDYGSNSFYQEKDMLSNCRQNTLGHNTQTSIAQDFSSEQGRTAPQDQKASIQIYPWMQRMNSHSGVGYGADRRRGRQIYSRYQTLELEKEFHFNRYLTRRRRIEIANALCLTERQIKIWFQNRRMKWKKESNLTSTLSGGGGGATADSLGGKEEKREETEEEKQKE. Result: 1 (interaction). (5) The miRNA is mmu-miR-149-5p with sequence UCUGGCUCCGUGUCUUCACUCCC. The protein sequence of the target gene is MAILVRPRLLAALAPTFLGCLLLQVIAGAGIPEKAFNLTWISTDFKTILEWQPKPTNYTYTVQISDRSRNWKNKCFSTTDTECDLTDEIVKDVTWAYEAKVLSVPRRNSVHGDGDQLVIHGEEPPFTNAPKFLPYRDTNLGQPVIQQFEQDGRKLNVVVKDSLTLVRKNGTFLTLRQVFGKDLGYIITYRKGSSTGKKTNITNTNEFSIDVEEGVSYCFFVQAMIFSRKTNQNSPGSSTVCTEQWKSFLGETLIIVGAVVLLATIFIILLSISLCKRRKNRAGQKGKNTPSRLA. Result: 1 (interaction). (6) The miRNA is mmu-miR-128-3p with sequence UCACAGUGAACCGGUCUCUUU. The protein sequence of the target gene is MEGSRPRSSLSLASSASTISSLSSLSPKKPTRAVNKIHAFGKRGNALRRDPNLPVHIRGWLHKQDSSGLRLWKRRWFVLSGHCLFYYKDSREESVLGSVLLPSYNIRPDGPGAPRGRRFTFTAEHPGMRTYVLAADTLEDLRGWLRALGRASRAEGDDYGQPRSPARPQPGEGPGGPGGPPEVSRGEEGRISESPEVTRLSRGRGRPRLLTPSPTTDLHSGLQMRRARSPDLFTPLSRPPSPLSLPRPRSAPARRPPAPSGDTAPPARPHTPLSRIDVRPPLDWGPQRQTLSRPPTPRRG.... Result: 0 (no interaction). (7) The miRNA is hsa-miR-4298 with sequence CUGGGACAGGAGGAGGAGGCAG. The protein sequence of the target gene is MLSPERLALPDYEYLAQRHVLTYMEDAVCQLLENREDISQYGIARFFTEYFNSVCQGTHILFREFSFVQATPHNRVSFLRAFWRCFRTVGKNGDLLTMKEYHCLLQLLCPDFPLELTQKAARIVLMDDAMDCLMSFSDFLFAFQIQFYYSEFLDSVAAIYEDLLSGKNPNTVIVPTSSSGQHRQRPALGGAGTLEGVEASLFYQCLENLCDRHKYSCPPPALVKEALSNVQRLTFYGFLMALSKHRGINQALGALPDKGDLMHDPAMDEELERLLAQVPGLVNSVTASPEASCLPSRTPP.... Result: 0 (no interaction).